This data is from Merck oncology drug combination screen with 23,052 pairs across 39 cell lines. The task is: Regression. Given two drug SMILES strings and cell line genomic features, predict the synergy score measuring deviation from expected non-interaction effect. Drug 1: C=CCn1c(=O)c2cnc(Nc3ccc(N4CCN(C)CC4)cc3)nc2n1-c1cccc(C(C)(C)O)n1. Drug 2: C#Cc1cccc(Nc2ncnc3cc(OCCOC)c(OCCOC)cc23)c1. Synergy scores: synergy=16.2. Cell line: SKOV3.